From a dataset of Forward reaction prediction with 1.9M reactions from USPTO patents (1976-2016). Predict the product of the given reaction. (1) Given the reactants Br[C:2]1[CH:3]=[C:4]2[C:13](=[CH:14][C:15]=1[C:16]([F:19])([F:18])[F:17])[O:12][CH2:11][C:10]1[N:5]2[CH:6]([CH3:29])[C:7](=[O:28])[N:8]([CH2:20][O:21][CH2:22][CH2:23][Si:24]([CH3:27])([CH3:26])[CH3:25])[N:9]=1.[CH3:30][C:31]1([NH2:42])[CH2:34][N:33]([C:35]([O:37][C:38]([CH3:41])([CH3:40])[CH3:39])=[O:36])[CH2:32]1.C([O-])([O-])=O.[Cs+].[Cs+].C1C=CC(P(C2C(C3C(P(C4C=CC=CC=4)C4C=CC=CC=4)=CC=C4C=3C=CC=C4)=C3C(C=CC=C3)=CC=2)C2C=CC=CC=2)=CC=1, predict the reaction product. The product is: [C:38]([O:37][C:35]([N:33]1[CH2:34][C:31]([CH3:30])([NH:42][C:2]2[CH:3]=[C:4]3[C:13](=[CH:14][C:15]=2[C:16]([F:19])([F:18])[F:17])[O:12][CH2:11][C:10]2[N:5]3[CH:6]([CH3:29])[C:7](=[O:28])[N:8]([CH2:20][O:21][CH2:22][CH2:23][Si:24]([CH3:27])([CH3:26])[CH3:25])[N:9]=2)[CH2:32]1)=[O:36])([CH3:41])([CH3:39])[CH3:40]. (2) Given the reactants Cl[C:2]1[N:3]=[C:4]([N:26]2[CH2:31][CH2:30][O:29][CH2:28][CH2:27]2)[C:5]2[S:10][C:9]([CH2:11][N:12]([CH:17]3[CH2:22][CH2:21][N:20]([CH:23]([CH3:25])[CH3:24])[CH2:19][CH2:18]3)[CH2:13][CH2:14][O:15][CH3:16])=[CH:8][C:6]=2[N:7]=1.[NH2:32][C:33]1[N:38]=[CH:37][C:36](B(O)O)=[CH:35][N:34]=1, predict the reaction product. The product is: [CH:23]([N:20]1[CH2:21][CH2:22][CH:17]([N:12]([CH2:11][C:9]2[S:10][C:5]3[C:4]([N:26]4[CH2:31][CH2:30][O:29][CH2:28][CH2:27]4)=[N:3][C:2]([C:36]4[CH:35]=[N:34][C:33]([NH2:32])=[N:38][CH:37]=4)=[N:7][C:6]=3[CH:8]=2)[CH2:13][CH2:14][O:15][CH3:16])[CH2:18][CH2:19]1)([CH3:25])[CH3:24]. (3) Given the reactants [C:1]1(B(O)O)[CH:6]=[CH:5][CH:4]=[CH:3][CH:2]=1.[Zn](CC)CC.CN([C@@H](C1C=CC=CC=1)C1C2C(=CC=CC=2)C=CC=1O)[C@H](C1C=CC=CC=1)C.[Cl:43][C:44]1[CH:51]=[CH:50][CH:49]=[CH:48][C:45]=1[CH:46]=[O:47], predict the reaction product. The product is: [Cl:43][C:44]1[CH:51]=[CH:50][CH:49]=[CH:48][C:45]=1[C@@H:46]([C:1]1[CH:6]=[CH:5][CH:4]=[CH:3][CH:2]=1)[OH:47]. (4) Given the reactants [Cl:1][C:2]1[S:3][C:4]([C:8]2[C:17](=[O:18])[NH:16][C:11]3=[N:12][CH:13]=[CH:14][N:15]=[C:10]3[C:9]=2[OH:19])=[C:5]([CH3:7])[N:6]=1.[C:20](Cl)(=[O:24])[CH:21]([CH3:23])[CH3:22].N1C=CC=CC=1, predict the reaction product. The product is: [Cl:1][C:2]1[S:3][C:4]([C:8]2[C:17](=[O:18])[NH:16][C:11]3=[N:12][CH:13]=[CH:14][N:15]=[C:10]3[C:9]=2[O:19][C:20](=[O:24])[CH:21]([CH3:23])[CH3:22])=[C:5]([CH3:7])[N:6]=1. (5) Given the reactants [Cl:1][C:2]1[CH:3]=[CH:4][C:5]([OH:17])=[C:6]([CH2:8][C:9]2[CH:14]=[C:13]([Cl:15])[CH:12]=[CH:11][C:10]=2[OH:16])[CH:7]=1.I[CH2:19]I.C(=O)([O-])[O-].[K+].[K+], predict the reaction product. The product is: [Cl:1][C:2]1[CH:3]=[CH:4][C:5]2[O:17][CH2:19][O:16][C:10]3[CH:11]=[CH:12][C:13]([Cl:15])=[CH:14][C:9]=3[CH2:8][C:6]=2[CH:7]=1. (6) Given the reactants [N:1]1([CH2:7][CH2:8][NH:9][C:10](=[C:23]([C:26]#[N:27])[C:24]#[N:25])[N:11]2[CH2:16][CH2:15][CH:14]([N:17]3[CH2:22][CH2:21][CH2:20][CH2:19][CH2:18]3)[CH2:13][CH2:12]2)[CH2:6][CH2:5][CH2:4][CH2:3][CH2:2]1.[H-].[Na+].[CH3:30]I, predict the reaction product. The product is: [CH3:30][N:9]([C:10](=[C:23]([C:24]#[N:25])[C:26]#[N:27])[N:11]1[CH2:12][CH2:13][CH:14]([N:17]2[CH2:22][CH2:21][CH2:20][CH2:19][CH2:18]2)[CH2:15][CH2:16]1)[CH2:8][CH2:7][N:1]1[CH2:2][CH2:3][CH2:4][CH2:5][CH2:6]1. (7) Given the reactants [Br:1][C:2]1[CH:7]=[CH:6][C:5]([CH:8]([OH:11])[CH2:9][OH:10])=[CH:4][CH:3]=1.[C:12](N1C=CN=C1)(N1C=CN=C1)=[O:13], predict the reaction product. The product is: [Br:1][C:2]1[CH:3]=[CH:4][C:5]([CH:8]2[CH2:9][O:10][C:12](=[O:13])[O:11]2)=[CH:6][CH:7]=1.